Dataset: Reaction yield outcomes from USPTO patents with 853,638 reactions. Task: Predict the reaction yield, written as a fraction of the theoretical maximum amount of product (1.0 means a 100% yield; for example, 0.34 means a 34% yield). The reactants are C([Si](C)(C)[O:6][CH2:7][C:8]1([C:13]2[CH:18]=[CH:17][CH:16]=[CH:15][CH:14]=2)[O:12][CH2:11][CH2:10][O:9]1)(C)(C)C.[F-].C([N+](CCCC)(CCCC)CCCC)CCC. The catalyst is O1CCCC1. The product is [C:13]1([C:8]2([CH2:7][OH:6])[O:12][CH2:11][CH2:10][O:9]2)[CH:14]=[CH:15][CH:16]=[CH:17][CH:18]=1. The yield is 0.450.